This data is from Forward reaction prediction with 1.9M reactions from USPTO patents (1976-2016). The task is: Predict the product of the given reaction. (1) Given the reactants [CH2:1]([O:3][C:4](=[O:18])[C:5]1[CH:15]=[C:14](Br)[C:8]([C:9]([O:11][CH2:12][CH3:13])=[O:10])=[CH:7][C:6]=1Br)[CH3:2].[CH3:19][Si:20]([CH3:40])([CH3:39])[C:21]1[S:25][C:24]2[CH:26]=[C:27](B3OC(C)(C)C(C)(C)O3)[CH:28]=[CH:29][C:23]=2[CH:22]=1.C(=O)([O-])[O-].[K+].[K+], predict the reaction product. The product is: [CH2:1]([O:3][C:4](=[O:18])[C:5]1[CH:15]=[C:14]([C:27]2[CH:28]=[CH:29][C:23]3[CH:22]=[C:21]([Si:20]([CH3:39])([CH3:19])[CH3:40])[S:25][C:24]=3[CH:26]=2)[C:8]([C:9]([O:11][CH2:12][CH3:13])=[O:10])=[CH:7][C:6]=1[C:27]1[CH:28]=[CH:29][C:23]2[CH:22]=[C:21]([Si:20]([CH3:19])([CH3:39])[CH3:40])[S:25][C:24]=2[CH:26]=1)[CH3:2]. (2) Given the reactants [Cl:1][C:2]1[N:3]=[C:4]2[C@@H:10]([CH2:11][CH:12]3OCC[O:13]3)[O:9][C@H:8]([C:17]3[CH:22]=[CH:21][CH:20]=[C:19]([O:23][CH3:24])[C:18]=3[O:25][CH3:26])[C:7]3[CH:27]=[C:28]([Cl:31])[CH:29]=[CH:30][C:6]=3[N:5]2[CH:32]=1.Cl(O)(=O)(=O)=O, predict the reaction product. The product is: [Cl:1][C:2]1[N:3]=[C:4]2[C@@H:10]([CH2:11][CH2:12][OH:13])[O:9][C@H:8]([C:17]3[CH:22]=[CH:21][CH:20]=[C:19]([O:23][CH3:24])[C:18]=3[O:25][CH3:26])[C:7]3[CH:27]=[C:28]([Cl:31])[CH:29]=[CH:30][C:6]=3[N:5]2[CH:32]=1. (3) Given the reactants [CH2:1]([O:3][C:4]1[CH:5]=[C:6]([CH:9]=[C:10]([F:15])[C:11]=1[O:12]CC)[CH:7]=[O:8])[CH3:2].[Al+3].[Cl-].[Cl-].[Cl-].N1C=CC=CC=1, predict the reaction product. The product is: [CH2:1]([O:3][C:4]1[CH:5]=[C:6]([CH:9]=[C:10]([F:15])[C:11]=1[OH:12])[CH:7]=[O:8])[CH3:2]. (4) The product is: [Br:1][C:2]1[CH:11]=[CH:10][C:5]([C:6]2[O:7][CH:13]=[N:9][N:8]=2)=[CH:4][C:3]=1[CH3:12]. Given the reactants [Br:1][C:2]1[CH:11]=[CH:10][C:5]([C:6]([NH:8][NH2:9])=[O:7])=[CH:4][C:3]=1[CH3:12].[CH:13](OCC)(OCC)OCC, predict the reaction product. (5) The product is: [CH:38]1([O:37][C:32]([O:33][CH:34]([O:27][C:26](=[O:28])[CH2:25][CH:22]2[CH2:21][CH2:20][N:19]([C:18]3[CH:17]=[C:16]([CH3:29])[N:15]=[C:14]4[N:10]([C:6]5[C:7]([CH3:9])=[CH:8][C:3]([Br:2])=[CH:4][C:5]=5[CH3:31])[CH:11]=[C:12]([CH3:30])[C:13]=34)[CH2:24][CH2:23]2)[CH3:35])=[O:44])[CH2:43][CH2:42][CH2:41][CH2:40][CH2:39]1. Given the reactants Cl.[Br:2][C:3]1[CH:8]=[C:7]([CH3:9])[C:6]([N:10]2[C:14]3=[N:15][C:16]([CH3:29])=[CH:17][C:18]([N:19]4[CH2:24][CH2:23][CH:22]([CH2:25][C:26]([OH:28])=[O:27])[CH2:21][CH2:20]4)=[C:13]3[C:12]([CH3:30])=[CH:11]2)=[C:5]([CH3:31])[CH:4]=1.[C:32](=[O:44])([O:37][CH:38]1[CH2:43][CH2:42][CH2:41][CH2:40][CH2:39]1)[O:33][CH:34](Cl)[CH3:35].C(=O)([O-])[O-].[K+].[K+].[Na+].[I-], predict the reaction product. (6) Given the reactants C[O:2][C:3]([C@@H:5]1[CH2:21][C@:8]2([O:12][C:11](=[O:13])[N:10]([C:14]3[CH:19]=[CH:18][CH:17]=[C:16]([Cl:20])[CH:15]=3)[CH2:9]2)[CH2:7][N:6]1[C:22](=[O:37])[C@@H:23]([NH:28][C:29]([O:31][CH:32]1[CH2:36][CH2:35][CH2:34][CH2:33]1)=[O:30])[C:24]([CH3:27])([CH3:26])[CH3:25])=[O:4].[Li+].[OH-].CO, predict the reaction product. The product is: [Cl:20][C:16]1[CH:15]=[C:14]([N:10]2[CH2:9][C@@:8]3([CH2:21][C@@H:5]([C:3]([OH:4])=[O:2])[N:6]([C:22](=[O:37])[C@@H:23]([NH:28][C:29]([O:31][CH:32]4[CH2:36][CH2:35][CH2:34][CH2:33]4)=[O:30])[C:24]([CH3:27])([CH3:26])[CH3:25])[CH2:7]3)[O:12][C:11]2=[O:13])[CH:19]=[CH:18][CH:17]=1. (7) Given the reactants C[N:2](/[CH:4]=[N:5]/[C:6]([C:8]1[N:9]([CH2:29][O:30][CH3:31])[C:10]2[C:15]([CH:16]=1)=[CH:14][CH:13]=[CH:12][C:11]=2[N:17]([CH2:26][O:27][CH3:28])[S:18]([C:21]1[S:22][CH:23]=[CH:24][CH:25]=1)(=[O:20])=[O:19])=O)C.O.[NH2:33]N.C(O)(=O)C, predict the reaction product. The product is: [CH3:28][O:27][CH2:26][N:17]([C:11]1[CH:12]=[CH:13][CH:14]=[C:15]2[C:10]=1[N:9]([CH2:29][O:30][CH3:31])[C:8]([C:6]1[N:5]=[CH:4][NH:2][N:33]=1)=[CH:16]2)[S:18]([C:21]1[S:22][CH:23]=[CH:24][CH:25]=1)(=[O:20])=[O:19]. (8) Given the reactants [C:1]([O:5][C:6]([N:8]1[CH2:13][CH2:12][CH2:11][CH2:10][CH:9]1[C:14]([OH:16])=O)=[O:7])([CH3:4])([CH3:3])[CH3:2].Cl.[CH3:18][NH:19][O:20][CH3:21].F[P-](F)(F)(F)(F)F.N1(O[P+](N(C)C)(N(C)C)N(C)C)C2C=CC=CC=2N=N1.C(N(CC)CC)C, predict the reaction product. The product is: [CH3:18][N:19]([O:20][CH3:21])[C:14]([CH:9]1[CH2:10][CH2:11][CH2:12][CH2:13][N:8]1[C:6]([O:5][C:1]([CH3:2])([CH3:3])[CH3:4])=[O:7])=[O:16]. (9) Given the reactants [CH3:1][N:2]1[C:6]2[C:7]([NH:11]C=O)=[CH:8][CH:9]=[CH:10][C:5]=2[N:4]=[CH:3]1.C(N1C2C(N)=CC=CC=2N=C1C)C, predict the reaction product. The product is: [CH3:1][N:2]1[C:6]2[C:7]([NH2:11])=[CH:8][CH:9]=[CH:10][C:5]=2[N:4]=[CH:3]1.